From a dataset of Forward reaction prediction with 1.9M reactions from USPTO patents (1976-2016). Predict the product of the given reaction. (1) Given the reactants [N+:1]([C:4]1[CH:13]=[CH:12][CH:11]=[C:10]2[C:5]=1[CH:6]=[CH:7][CH:8]=[N+:9]2[O-])([O-:3])=[O:2].C1(C)C(S(Cl)(=O)=O)=CC=CC=1.C(N(CC)CC)C.[CH3:33][OH:34], predict the reaction product. The product is: [CH3:33][O:34][C:8]1[CH:7]=[CH:6][C:5]2[C:10](=[CH:11][CH:12]=[CH:13][C:4]=2[N+:1]([O-:3])=[O:2])[N:9]=1. (2) Given the reactants [F:1][C:2]1([F:9])[CH2:5][CH:4]([C:6]([OH:8])=[O:7])[CH2:3]1.[Si](C=[N+]=[N-])(C)(C)[CH3:11], predict the reaction product. The product is: [F:1][C:2]1([F:9])[CH2:5][CH:4]([C:6]([O:8][CH3:11])=[O:7])[CH2:3]1. (3) Given the reactants [C:1](Cl)(Cl)=[O:2].[CH2:5]([O:12][C:13]1[CH:14]=[C:15]([CH:19]2[NH:23][N:22]=[C:21]3[C:24]4[CH:25]=[C:26]([F:32])[CH:27]=[CH:28][C:29]=4[O:30][CH2:31][CH:20]23)[CH:16]=[CH:17][CH:18]=1)[C:6]1[CH:11]=[CH:10][CH:9]=[CH:8][CH:7]=1.[CH2:33]([N:35](CC)[CH2:36]C)C.CNC, predict the reaction product. The product is: [CH3:33][N:35]([CH3:36])[C:1]([N:23]1[CH:19]([C:15]2[CH:16]=[CH:17][CH:18]=[C:13]([O:12][CH2:5][C:6]3[CH:11]=[CH:10][CH:9]=[CH:8][CH:7]=3)[CH:14]=2)[CH:20]2[CH2:31][O:30][C:29]3[CH:28]=[CH:27][C:26]([F:32])=[CH:25][C:24]=3[C:21]2=[N:22]1)=[O:2]. (4) Given the reactants [N:1]([C:4]1([C:11]2[CH:16]=[CH:15][CH:14]=[C:13]([C:17]([CH3:20])([CH3:19])[CH3:18])[CH:12]=2)[CH2:9][CH2:8][C:7](=[CH2:10])[CH2:6][CH2:5]1)=[N+]=[N-].[H-].[Al+3].[Li+].[H-].[H-].[H-].O.O.O.O.O.O.O.O.O.O.S([O-])([O-])(=O)=O.[Na+].[Na+], predict the reaction product. The product is: [C:17]([C:13]1[CH:12]=[C:11]([C:4]2([NH2:1])[CH2:5][CH2:6][C:7](=[CH2:10])[CH2:8][CH2:9]2)[CH:16]=[CH:15][CH:14]=1)([CH3:20])([CH3:19])[CH3:18]. (5) The product is: [F:1][C:2]1[CH:7]=[CH:6][C:5]([N:8]([CH2:25][CH:26]([CH3:28])[CH3:27])[S:9]([C:12]2[CH:13]=[N:14][C:15]([NH:18][CH:19]3[CH2:24][CH2:23][N:22]([S:39]([CH3:38])(=[O:41])=[O:40])[CH2:21][CH2:20]3)=[CH:16][CH:17]=2)(=[O:11])=[O:10])=[CH:4][CH:3]=1. Given the reactants [F:1][C:2]1[CH:7]=[CH:6][C:5]([N:8]([CH2:25][CH:26]([CH3:28])[CH3:27])[S:9]([C:12]2[CH:13]=[N:14][C:15]([NH:18][CH:19]3[CH2:24][CH2:23][NH:22][CH2:21][CH2:20]3)=[CH:16][CH:17]=2)(=[O:11])=[O:10])=[CH:4][CH:3]=1.CCN(C(C)C)C(C)C.[CH3:38][S:39](Cl)(=[O:41])=[O:40].C([O-])(O)=O.[Na+], predict the reaction product. (6) Given the reactants C1(O)C=CC=CC=1.[CH2:8]([O:15][C:16]1[CH:25]=[C:24]2[C:19]([CH:20]=[CH:21][C:22]([OH:26])=[CH:23]2)=[CH:18][C:17]=1[Br:27])[C:9]1[CH:14]=[CH:13][CH:12]=[CH:11][CH:10]=1.Br[CH2:29][CH2:30][CH2:31][NH:32][C:33](=[O:39])[O:34][C:35]([CH3:38])([CH3:37])[CH3:36], predict the reaction product. The product is: [CH2:8]([O:15][C:16]1[CH:25]=[C:24]2[C:19]([CH:20]=[CH:21][C:22]([O:26][CH2:29][CH2:30][CH2:31][NH:32][C:33](=[O:39])[O:34][C:35]([CH3:38])([CH3:37])[CH3:36])=[CH:23]2)=[CH:18][C:17]=1[Br:27])[C:9]1[CH:10]=[CH:11][CH:12]=[CH:13][CH:14]=1. (7) Given the reactants [C:1]([C:3]1[CH:8]=[CH:7][C:6]([NH:9][C:10](=[O:20])[CH2:11][NH:12]C(=O)OC(C)(C)C)=[C:5]([O:21][CH3:22])[CH:4]=1)#[N:2].[F:23][C:24]([F:29])([F:28])[C:25]([OH:27])=[O:26], predict the reaction product. The product is: [F:23][C:24]([F:29])([F:28])[C:25]([OH:27])=[O:26].[NH2:12][CH2:11][C:10]([NH:9][C:6]1[CH:7]=[CH:8][C:3]([C:1]#[N:2])=[CH:4][C:5]=1[O:21][CH3:22])=[O:20]. (8) Given the reactants C([O:8][C:9]1[C:10]([O:25][CH3:26])=[CH:11][C:12]2[C:18](=[O:19])[N:17]3[CH2:20][CH2:21][CH2:22][CH2:23][C@H:16]3[CH:15]=[N:14][C:13]=2[CH:24]=1)C1C=CC=CC=1, predict the reaction product. The product is: [OH:8][C:9]1[C:10]([O:25][CH3:26])=[CH:11][C:12]2[C:18](=[O:19])[N:17]3[CH2:20][CH2:21][CH2:22][CH2:23][C@H:16]3[CH:15]=[N:14][C:13]=2[CH:24]=1. (9) Given the reactants Cl.[CH2:2]([N:9]([CH2:23][CH2:24][CH2:25][NH:26][S:27]([C:30]1[CH:35]=[CH:34][CH:33]=[CH:32][CH:31]=1)(=[O:29])=[O:28])[CH2:10][CH2:11][CH2:12][NH:13][S:14]([C:17]1[CH:22]=[CH:21][CH:20]=[CH:19][CH:18]=1)(=[O:16])=[O:15])[C:3]1[CH:8]=[CH:7][CH:6]=[CH:5][CH:4]=1.[OH-].[Na+].[Na+].[Cl-], predict the reaction product. The product is: [CH2:2]([N:9]([CH2:10][CH2:11][CH2:12][NH:13][S:14]([C:17]1[CH:18]=[CH:19][CH:20]=[CH:21][CH:22]=1)(=[O:15])=[O:16])[CH2:23][CH2:24][CH2:25][NH:26][S:27]([C:30]1[CH:35]=[CH:34][CH:33]=[CH:32][CH:31]=1)(=[O:29])=[O:28])[C:3]1[CH:8]=[CH:7][CH:6]=[CH:5][CH:4]=1.